Dataset: Catalyst prediction with 721,799 reactions and 888 catalyst types from USPTO. Task: Predict which catalyst facilitates the given reaction. (1) Reactant: C(OC([N:11](C(OCC1C=CC=CC=1)=O)[CH2:12][CH2:13][CH2:14][CH2:15][C:16]#[C:17][C:18]([OH:24])([CH3:23])[C:19]([OH:22])([CH3:21])[CH3:20])=O)C1C=CC=CC=1. Product: [NH2:11][CH2:12][CH2:13][CH2:14][CH2:15][CH2:16][CH2:17][C:18]([OH:24])([CH3:23])[C:19]([OH:22])([CH3:20])[CH3:21]. The catalyst class is: 19. (2) Reactant: [CH2:1]([O:8][C:9]1[CH:16]=[CH:15][C:12]([CH:13]=[O:14])=[CH:11][C:10]=1[O:17][CH2:18][CH2:19][CH2:20][O:21][CH3:22])[C:2]1[CH:7]=[CH:6][CH:5]=[CH:4][CH:3]=1.B([O-])=O.[Na+]. Product: [CH2:1]([O:8][C:9]1[CH:16]=[CH:15][C:12]([CH2:13][OH:14])=[CH:11][C:10]=1[O:17][CH2:18][CH2:19][CH2:20][O:21][CH3:22])[C:2]1[CH:3]=[CH:4][CH:5]=[CH:6][CH:7]=1. The catalyst class is: 40. (3) Reactant: [OH-].[Li+].[Cl:3][C:4]1[CH:9]=[CH:8][C:7]([NH:10][C:11]2[N:20]=[CH:19][CH:18]=[CH:17][C:12]=2[C:13]([O:15]C)=[O:14])=[CH:6][C:5]=1[O:21][CH3:22]. Product: [Cl:3][C:4]1[CH:9]=[CH:8][C:7]([NH:10][C:11]2[N:20]=[CH:19][CH:18]=[CH:17][C:12]=2[C:13]([OH:15])=[O:14])=[CH:6][C:5]=1[O:21][CH3:22]. The catalyst class is: 20. (4) Reactant: [F:1][C:2]1[CH:7]=[CH:6][C:5](B2OC(C)(C)C(C)(C)O2)=[C:4]([O:17][CH3:18])[CH:3]=1.Cl[C:20]1[N:25]=[N:24][C:23]([N:26]([CH3:37])[CH:27]2[CH2:32][C:31]([CH3:34])([CH3:33])[NH:30][C:29]([CH3:36])([CH3:35])[CH2:28]2)=[CH:22][CH:21]=1.P([O-])([O-])([O-])=O.[K+].[K+].[K+].COC1C=CC=C(OC)C=1C1C=CC=CC=1P(C1CCCCC1)C1CCCCC1. Product: [F:1][C:2]1[CH:7]=[CH:6][C:5]([C:20]2[N:25]=[N:24][C:23]([N:26]([CH3:37])[CH:27]3[CH2:32][C:31]([CH3:33])([CH3:34])[NH:30][C:29]([CH3:36])([CH3:35])[CH2:28]3)=[CH:22][CH:21]=2)=[C:4]([O:17][CH3:18])[CH:3]=1. The catalyst class is: 552. (5) Reactant: [C:1]1([CH3:18])[CH:6]=[CH:5][C:4](S(OCCCCCC#C)(=O)=O)=[CH:3][CH:2]=1.[F:19][C:20]([F:32])([F:31])[CH2:21][CH2:22][S:23]([CH2:26][C:27]([O:29][CH3:30])=[O:28])(=[O:25])=[O:24].C(=O)([O-])[O-].[K+].[K+].Cl. Product: [F:32][C:20]([F:19])([F:31])[CH2:21][CH2:22][S:23]([CH:26]([CH2:6][CH2:5][CH2:4][CH2:3][CH2:2][C:1]#[CH:18])[C:27]([O:29][CH3:30])=[O:28])(=[O:24])=[O:25]. The catalyst class is: 16. (6) Reactant: [NH2:1][C:2]1[C:3](N)=[N:4][C:5]2[C:10]([C:11]=1CC(C)C)=[CH:9][CH:8]=[CH:7][CH:6]=2. Product: [CH2:5]([N:4]1[C:11]2[C:10]3[CH:9]=[CH:8][CH:7]=[CH:6][C:5]=3[N:4]=[CH:3][C:2]=2[N:1]=[CH:3]1)[CH:10]([CH3:11])[CH3:9]. The catalyst class is: 106. (7) Reactant: [Br:1][C:2]1[CH:3]=[C:4]([NH:8][C:9](=[O:15])[O:10][C:11]([CH3:14])([CH3:13])[CH3:12])[CH:5]=[CH:6][CH:7]=1.[H-].[Na+].Br[CH2:19][CH2:20][CH2:21][CH3:22].O. Product: [Br:1][C:2]1[CH:3]=[C:4]([N:8]([CH2:19][CH2:20][CH2:21][CH3:22])[C:9](=[O:15])[O:10][C:11]([CH3:12])([CH3:14])[CH3:13])[CH:5]=[CH:6][CH:7]=1. The catalyst class is: 3.